From a dataset of Forward reaction prediction with 1.9M reactions from USPTO patents (1976-2016). Predict the product of the given reaction. (1) Given the reactants [CH3:1][C:2]1[CH:7]=[CH:6][C:5]([S:8]([O:11][CH:12]2[CH2:16][CH2:15][N:14]([C:17]3[CH:22]=[CH:21][CH:20]=[C:19]([C:23]([F:26])([F:25])[F:24])[C:18]=3Cl)[CH2:13]2)(=[O:10])=[O:9])=[CH:4][CH:3]=1.ClC1C(C(F)(F)F)=CC=CC=1N1CCC(O)C1.FC(F)(F)C1C=C(N2CCC(O)C2)C=CC=1, predict the reaction product. The product is: [CH3:1][C:2]1[CH:3]=[CH:4][C:5]([S:8]([O:11][CH:12]2[CH2:16][CH2:15][N:14]([C:17]3[CH:22]=[CH:21][CH:20]=[C:19]([C:23]([F:26])([F:24])[F:25])[CH:18]=3)[CH2:13]2)(=[O:9])=[O:10])=[CH:6][CH:7]=1. (2) Given the reactants F[C:2](F)(F)[C:3](O)=O.[Cl:8][C:9]1[CH:10]=[C:11]([C:16]2([C:36]([F:39])([F:38])[F:37])[O:20][N:19]=[C:18]([C:21]3[CH:34]=[CH:33][C:24]([C:25]([NH:27][CH:28]4[CH2:32][O:31][NH:30][CH2:29]4)=[O:26])=[C:23]([CH3:35])[CH:22]=3)[CH2:17]2)[CH:12]=[C:13]([Cl:15])[CH:14]=1.C(=O)C.[BH3-]C#N.[Na+], predict the reaction product. The product is: [Cl:15][C:13]1[CH:12]=[C:11]([C:16]2([C:36]([F:37])([F:39])[F:38])[O:20][N:19]=[C:18]([C:21]3[CH:34]=[CH:33][C:24]([C:25]([NH:27][CH:28]4[CH2:32][O:31][N:30]([CH2:2][CH3:3])[CH2:29]4)=[O:26])=[C:23]([CH3:35])[CH:22]=3)[CH2:17]2)[CH:10]=[C:9]([Cl:8])[CH:14]=1.